Dataset: NCI-60 drug combinations with 297,098 pairs across 59 cell lines. Task: Regression. Given two drug SMILES strings and cell line genomic features, predict the synergy score measuring deviation from expected non-interaction effect. (1) Drug 1: CC1C(C(CC(O1)OC2CC(CC3=C2C(=C4C(=C3O)C(=O)C5=C(C4=O)C(=CC=C5)OC)O)(C(=O)CO)O)N)O.Cl. Drug 2: C1CCC(C(C1)N)N.C(=O)(C(=O)[O-])[O-].[Pt+4]. Cell line: M14. Synergy scores: CSS=10.6, Synergy_ZIP=0.347, Synergy_Bliss=-3.68, Synergy_Loewe=2.24, Synergy_HSA=0.0356. (2) Drug 1: CC1=C(C=C(C=C1)NC2=NC=CC(=N2)N(C)C3=CC4=NN(C(=C4C=C3)C)C)S(=O)(=O)N.Cl. Drug 2: CC1OCC2C(O1)C(C(C(O2)OC3C4COC(=O)C4C(C5=CC6=C(C=C35)OCO6)C7=CC(=C(C(=C7)OC)O)OC)O)O. Cell line: NCI-H226. Synergy scores: CSS=24.5, Synergy_ZIP=-3.87, Synergy_Bliss=1.75, Synergy_Loewe=3.49, Synergy_HSA=4.58. (3) Drug 1: CC(CN1CC(=O)NC(=O)C1)N2CC(=O)NC(=O)C2. Drug 2: C1C(C(OC1N2C=NC3=C2NC=NCC3O)CO)O. Cell line: MOLT-4. Synergy scores: CSS=54.9, Synergy_ZIP=2.34, Synergy_Bliss=1.78, Synergy_Loewe=-0.576, Synergy_HSA=3.52. (4) Drug 1: CCCCC(=O)OCC(=O)C1(CC(C2=C(C1)C(=C3C(=C2O)C(=O)C4=C(C3=O)C=CC=C4OC)O)OC5CC(C(C(O5)C)O)NC(=O)C(F)(F)F)O. Drug 2: CC(C)(C#N)C1=CC(=CC(=C1)CN2C=NC=N2)C(C)(C)C#N. Cell line: IGROV1. Synergy scores: CSS=42.7, Synergy_ZIP=1.20, Synergy_Bliss=1.54, Synergy_Loewe=1.24, Synergy_HSA=1.55. (5) Drug 1: C1CCC(C1)C(CC#N)N2C=C(C=N2)C3=C4C=CNC4=NC=N3. Drug 2: C1=CC(=CC=C1CC(C(=O)O)N)N(CCCl)CCCl.Cl. Cell line: MOLT-4. Synergy scores: CSS=45.4, Synergy_ZIP=2.88, Synergy_Bliss=4.33, Synergy_Loewe=-22.1, Synergy_HSA=3.63. (6) Drug 1: CN(CC1=CN=C2C(=N1)C(=NC(=N2)N)N)C3=CC=C(C=C3)C(=O)NC(CCC(=O)O)C(=O)O. Drug 2: C1C(C(OC1N2C=NC3=C(N=C(N=C32)Cl)N)CO)O. Cell line: SK-OV-3. Synergy scores: CSS=15.0, Synergy_ZIP=-10.3, Synergy_Bliss=-8.47, Synergy_Loewe=-12.8, Synergy_HSA=-8.02.